This data is from Reaction yield outcomes from USPTO patents with 853,638 reactions. The task is: Predict the reaction yield, written as a fraction of the theoretical maximum amount of product (1.0 means a 100% yield; for example, 0.34 means a 34% yield). The reactants are [F:1][C:2]([F:32])([F:31])[C:3]([NH:5][CH2:6][CH2:7][CH2:8][S:9][C@@H:10]1[CH2:27][CH2:26][C@@:25]2([CH3:28])[CH:12]([C:13](=[CH2:30])[CH2:14][C@@H:15]3[C@@H:24]2[CH2:23][CH2:22][C@@:20]2([CH3:21])[C@H:16]3[CH2:17][CH2:18][C:19]2=[O:29])[CH2:11]1)=[O:4].C[N+]1([O-])CC[O:37]CC1. The catalyst is CC#N.CCC[N+](CCC)(CCC)CCC.[O-][Ru](=O)(=O)=O. The product is [F:32][C:2]([F:1])([F:31])[C:3]([NH:5][CH2:6][CH2:7][CH2:8][S@@:9]([C@@H:10]1[CH2:27][CH2:26][C@@:25]2([CH3:28])[CH:12]([C:13](=[CH2:30])[CH2:14][C@@H:15]3[C@@H:24]2[CH2:23][CH2:22][C@@:20]2([CH3:21])[C@H:16]3[CH2:17][CH2:18][C:19]2=[O:29])[CH2:11]1)=[O:37])=[O:4]. The yield is 0.340.